This data is from Reaction yield outcomes from USPTO patents with 853,638 reactions. The task is: Predict the reaction yield, written as a fraction of the theoretical maximum amount of product (1.0 means a 100% yield; for example, 0.34 means a 34% yield). (1) The reactants are Cl.[F:2][C:3]([F:17])([F:16])[C:4]1[CH:9]=[CH:8][CH:7]=[CH:6][C:5]=1[CH:10]1[CH2:15][CH2:14][NH:13][CH2:12][CH2:11]1.[O:18]1[C:22](=[O:23])[CH2:21][CH2:20][C:19]1=[O:24]. The catalyst is C(Cl)Cl. The product is [O:23]=[C:22]([N:13]1[CH2:12][CH2:11][CH:10]([C:5]2[CH:6]=[CH:7][CH:8]=[CH:9][C:4]=2[C:3]([F:2])([F:16])[F:17])[CH2:15][CH2:14]1)[CH2:21][CH2:20][C:19]([OH:24])=[O:18]. The yield is 0.930. (2) The reactants are [C:1]([NH2:10])(=[O:9])[C:2]1[C:3](=[CH:5][CH:6]=[CH:7][CH:8]=1)[NH2:4].[CH:11]([C:13]1[CH:23]=[CH:22][C:16]([O:17][CH2:18][C:19]([NH2:21])=[O:20])=[CH:15][CH:14]=1)=O.COC1C=C(OC)C=C2C=1C(=O)NC(C1C=CC=CN=1)=N2. No catalyst specified. The product is [O:9]=[C:1]1[C:2]2[C:3](=[CH:5][CH:6]=[CH:7][CH:8]=2)[N:4]=[C:11]([C:13]2[CH:23]=[CH:22][C:16]([O:17][CH2:18][C:19]([NH2:21])=[O:20])=[CH:15][CH:14]=2)[NH:10]1. The yield is 0.560. (3) The reactants are C([NH:5][S:6]([C:9]1[S:10][C:11]([C:14]2[CH:19]=[CH:18][CH:17]=[C:16]([C:20]3[N:25]=[C:24]([CH3:26])[CH:23]=[C:22]([C:27]4[CH:32]=[CH:31][C:30]([Cl:33])=[C:29]([CH3:34])[CH:28]=4)[N:21]=3)[CH:15]=2)=[CH:12][CH:13]=1)(=[O:8])=[O:7])(C)(C)C.C(O)(C(F)(F)F)=O. The catalyst is ClCCl. The product is [Cl:33][C:30]1[CH:31]=[CH:32][C:27]([C:22]2[CH:23]=[C:24]([CH3:26])[N:25]=[C:20]([C:16]3[CH:15]=[C:14]([C:11]4[S:10][C:9]([S:6]([NH2:5])(=[O:7])=[O:8])=[CH:13][CH:12]=4)[CH:19]=[CH:18][CH:17]=3)[N:21]=2)=[CH:28][C:29]=1[CH3:34]. The yield is 0.200. (4) The reactants are [C:1]([C:5]1[NH:9][C:8]([C:10]([O:12][CH3:13])=[O:11])=[C:7]([N+:14]([O-])=O)[CH:6]=1)([CH3:4])([CH3:3])[CH3:2]. The catalyst is CO.[Pd]. The product is [NH2:14][C:7]1[CH:6]=[C:5]([C:1]([CH3:4])([CH3:2])[CH3:3])[NH:9][C:8]=1[C:10]([O:12][CH3:13])=[O:11]. The yield is 1.00. (5) The reactants are C(N(CC)CC)C.Br[C:9]1[CH:14]=[CH:13][CH:12]=[C:11]([C:15]([F:18])([F:17])[F:16])[CH:10]=1.[CH3:19][Si:20]([C:23]#[CH:24])([CH3:22])[CH3:21]. The catalyst is C(OCC)(=O)C.[Cu]I.C1(C=CC=CC=1)[P](C1C=CC=CC=1)(C1C=CC=CC=1)[Pd][P](C1C=CC=CC=1)(C1C=CC=CC=1)C1C=CC=CC=1. The yield is 1.00. The product is [CH3:19][Si:20]([CH3:22])([CH3:21])[C:23]#[C:24][C:9]1[CH:14]=[CH:13][CH:12]=[C:11]([C:15]([F:18])([F:17])[F:16])[CH:10]=1. (6) The reactants are C([Si]([O:8]/[C:9](/[C:13]1[CH:18]=[CH:17][CH:16]=[C:15]([Cl:19])[CH:14]=1)=[CH:10]\[CH2:11][CH3:12])(C)C)(C)(C)C.CC[C@@H]1[C@@H]2C[C@H]([C@@H](OC3C4C(=CC=CC=4)C(O[C@@H](C4C=CN=C5C=4C=C(OC)C=C5)[C@@H]4N5C[C@H](CC)[C@@H](CC5)C4)=NN=3)C3C=CN=C4C=3C=C([O:41]C)C=C4)N(CC2)C1.CS(N)(=O)=O. The catalyst is C(O)(C)(C)C.O. The product is [Cl:19][C:15]1[CH:14]=[C:13]([C:9](=[O:8])[C@H:10]([OH:41])[CH2:11][CH3:12])[CH:18]=[CH:17][CH:16]=1. The yield is 0.790. (7) The reactants are [C:1]([C:5]1[N:10]=[C:9]([C:11]([OH:13])=O)[CH:8]=[C:7]([C:14]2[N:15]([CH2:24][CH:25]3[CH2:30][CH2:29][CH2:28][CH2:27][CH2:26]3)[C:16]([CH3:23])=[C:17]([S:19](=[O:22])(=[O:21])[NH2:20])[CH:18]=2)[CH:6]=1)([CH3:4])([CH3:3])[CH3:2].[C:31]([NH2:35])([CH3:34])([CH3:33])[CH3:32].CN(C(ON1N=NC2C=CC=NC1=2)=[N+](C)C)C.F[P-](F)(F)(F)(F)F.CCN(C(C)C)C(C)C. The catalyst is CN(C=O)C.O. The product is [C:31]([NH:35][C:11](=[O:13])[C:9]1[CH:8]=[C:7]([C:14]2[N:15]([CH2:24][CH:25]3[CH2:30][CH2:29][CH2:28][CH2:27][CH2:26]3)[C:16]([CH3:23])=[C:17]([S:19](=[O:21])(=[O:22])[NH2:20])[CH:18]=2)[CH:6]=[C:5]([C:1]([CH3:4])([CH3:3])[CH3:2])[N:10]=1)([CH3:34])([CH3:33])[CH3:32]. The yield is 0.300. (8) The reactants are Br[C:2]1[N:6]2[CH:7]=[N:8][C:9]3[NH:13][CH:12]=[CH:11][C:10]=3[C:5]2=[N:4][CH:3]=1.CC1(C)C(C)(C)OB([C:22]2[CH:27]=[CH:26][C:25]([C:28]([OH:31])([CH3:30])[CH3:29])=[CH:24][CH:23]=2)O1.C([O-])([O-])=O.[Cs+].[Cs+]. The catalyst is O1CCOCC1.O.CCO.[Pd]. The product is [N:4]1[CH:3]=[C:2]([C:22]2[CH:27]=[CH:26][C:25]([C:28]([OH:31])([CH3:30])[CH3:29])=[CH:24][CH:23]=2)[N:6]2[C:5]=1[C:10]1[CH:11]=[CH:12][NH:13][C:9]=1[N:8]=[CH:7]2. The yield is 0.0600. (9) The reactants are [C:1]([NH:5][C:6]1[N:10]2[CH:11]=[CH:12][CH:13]=[CH:14][C:9]2=[N:8][C:7]=1[C:15]1[S:16][C:17]([C:20]#[C:21][Si](C)(C)C)=[CH:18][CH:19]=1)([CH3:4])([CH3:3])[CH3:2].C(=O)([O-])[O-].[K+].[K+].O. The catalyst is CO.C(Cl)Cl. The product is [C:1]([NH:5][C:6]1[N:10]2[CH:11]=[CH:12][CH:13]=[CH:14][C:9]2=[N:8][C:7]=1[C:15]1[S:16][C:17]([C:20]#[CH:21])=[CH:18][CH:19]=1)([CH3:4])([CH3:3])[CH3:2]. The yield is 0.970.